This data is from Full USPTO retrosynthesis dataset with 1.9M reactions from patents (1976-2016). The task is: Predict the reactants needed to synthesize the given product. (1) Given the product [OH:16][CH2:5][CH2:4][CH2:3][CH2:2][C:1]([O:6][CH2:8][C:9]1[CH:14]=[CH:13][CH:12]=[CH:11][CH:10]=1)=[O:7], predict the reactants needed to synthesize it. The reactants are: [C:1]1(=[O:7])[O:6][CH2:5][CH2:4][CH2:3][CH2:2]1.[CH2:8](Br)[C:9]1[CH:14]=[CH:13][CH:12]=[CH:11][CH:10]=1.[OH-:16].[Na+]. (2) Given the product [CH3:1][O:2][C:3]1[CH:8]=[CH:7][C:6]([N:9]2[CH2:14][CH2:13][N:12]([C:15]3[C:33]([CH3:34])=[C:32]([CH3:35])[C:18]4[CH:19]([C:25]5[CH:26]=[CH:27][C:28]([CH3:31])=[CH:29][CH:30]=5)[C:20]([CH3:23])([CH3:22])[O:21][C:17]=4[C:16]=3[CH3:36])[CH2:11][CH2:10]2)=[CH:5][CH:4]=1, predict the reactants needed to synthesize it. The reactants are: [CH3:1][O:2][C:3]1[CH:8]=[CH:7][C:6]([N:9]2[CH2:14][CH2:13][N:12]([C:15]3[C:33]([CH3:34])=[C:32]([CH3:35])[C:18]4[C:19]([C:25]5[CH:30]=[CH:29][C:28]([CH3:31])=[CH:27][CH:26]=5)(O)[C:20]([CH3:23])([CH3:22])[O:21][C:17]=4[C:16]=3[CH3:36])[CH2:11][CH2:10]2)=[CH:5][CH:4]=1. (3) Given the product [CH:3]1([N:5]2[CH2:11][CH2:10][C:9]3[CH:12]=[C:13]([C:16]#[N:17])[CH:14]=[CH:15][C:8]=3[CH2:7][CH2:6]2)[CH2:21][CH2:20][CH2:2]1, predict the reactants needed to synthesize it. The reactants are: F[C:2](F)(F)[C:3]([N:5]1[CH2:11][CH2:10][C:9]2[CH:12]=[C:13]([C:16]#[N:17])[CH:14]=[CH:15][C:8]=2[CH2:7][CH2:6]1)=O.[C:20](#N)[CH3:21].[OH-].[Na+].